Dataset: Catalyst prediction with 721,799 reactions and 888 catalyst types from USPTO. Task: Predict which catalyst facilitates the given reaction. (1) Reactant: [OH:1][C@@H:2]1[CH2:6][CH:5]([O:7][CH3:8])[CH2:4][C@H:3]1[OH:9].C(N(CC)CC)C.[CH3:17][S:18](Cl)(=[O:20])=[O:19]. Product: [CH3:17][S:18]([O:1][C@@H:2]1[CH2:6][CH:5]([O:7][CH3:8])[CH2:4][C@H:3]1[O:9][S:18]([CH3:17])(=[O:20])=[O:19])(=[O:20])=[O:19]. The catalyst class is: 4. (2) Reactant: [Li].ClP(C1C=CC=CC=1)C1C=CC=CC=1.[CH:16]([O:19][C:20]1[CH:21]=[C:22]([CH:28]2OCC[O:29]2)[CH:23]=[CH:24][C:25]=1[O:26]C)([CH3:18])[CH3:17]. Product: [OH:26][C:25]1[CH:24]=[CH:23][C:22]([CH:28]=[O:29])=[CH:21][C:20]=1[O:19][CH:16]([CH3:18])[CH3:17]. The catalyst class is: 7.